This data is from Forward reaction prediction with 1.9M reactions from USPTO patents (1976-2016). The task is: Predict the product of the given reaction. (1) Given the reactants [ClH:1].O1[CH2:7][CH2:6][N:5]([CH2:8][CH2:9][O:10][C:11]2[CH:19]=[C:18]3[C:14]([C:15]([C:27]4[CH:32]=[C:31]([F:33])[CH:30]=[C:29]([F:34])[CH:28]=4)=[C:16]([C:21]4[CH:22]=[N:23][CH:24]=[CH:25][CH:26]=4)[C:17]3=[O:20])=[CH:13][CH:12]=2)[CH2:4][CH2:3]1.Br[C:36]1[C:37](=O)[C:38]2C([C:44]=1C1C=CC=CC=1)=CC=C(O)C=2.[O:53]=[S:54]1(=[O:63])CCN(CCO)CC1, predict the reaction product. The product is: [ClH:1].[F:34][C:29]1[CH:28]=[C:27]([C:15]2[C:14]3[C:18](=[CH:19][C:11]([O:10][CH2:9][CH2:8][N:5]4[CH2:4][CH2:3][S:54](=[O:63])(=[O:53])[CH2:7][CH2:6]4)=[CH:12][CH:13]=3)[C:17](=[O:20])[C:16]=2[C:21]2[CH:22]=[N:23][C:24]3[C:25]([CH:26]=2)=[CH:38][CH:37]=[CH:36][CH:44]=3)[CH:32]=[C:31]([F:33])[CH:30]=1. (2) Given the reactants Br[C:2]1[NH:22][C:5]2=[N:6][CH:7]=[C:8]([CH2:10][CH2:11][C:12]3[CH:17]=[C:16]([O:18][CH3:19])[CH:15]=[C:14]([O:20][CH3:21])[CH:13]=3)[N:9]=[C:4]2[CH:3]=1.[F:23][C:24]1[CH:25]=[C:26](B(O)O)[CH:27]=[CH:28][C:29]=1[C:30](=[O:33])[NH:31][CH3:32], predict the reaction product. The product is: [CH3:21][O:20][C:14]1[CH:13]=[C:12]([CH:17]=[C:16]([O:18][CH3:19])[CH:15]=1)[CH2:11][CH2:10][C:8]1[N:9]=[C:4]2[CH:3]=[C:2]([C:26]3[CH:27]=[CH:28][C:29]([C:30]([NH:31][CH3:32])=[O:33])=[C:24]([F:23])[CH:25]=3)[NH:22][C:5]2=[N:6][CH:7]=1. (3) Given the reactants [C:1]([N:3]=[S:4]([C:7]1[CH:24]=[CH:23][C:10]([CH2:11][N:12]2[C:20](=[O:21])[C:19]3[C:14](=[CH:15][CH:16]=[CH:17][CH:18]=3)[C:13]2=[O:22])=[CH:9][CH:8]=1)([CH3:6])=[O:5])#[N:2].[C:25](N=S(C1C=CC(CN2C(=O)C3C(=CC=CC=3)C2=O)=CC=1)CC)#N, predict the reaction product. The product is: [C:1]([N:3]=[S:4]([C:7]1[CH:24]=[CH:23][C:10]([CH2:11][N:12]2[C:20](=[O:21])[C:19]3[C:14](=[CH:15][CH:16]=[CH:17][CH:18]=3)[C:13]2=[O:22])=[CH:9][CH:8]=1)([CH2:6][CH3:25])=[O:5])#[N:2]. (4) Given the reactants [Cl:1][C:2]1[N:3]=[C:4]([N:14]2[CH2:19][CH2:18][O:17][CH2:16][CH2:15]2)[C:5]2[S:10][C:9](/[CH:11]=[N:12]/[CH3:13])=[CH:8][C:6]=2[N:7]=1.[BH4-].[Na+], predict the reaction product. The product is: [Cl:1][C:2]1[N:3]=[C:4]([N:14]2[CH2:19][CH2:18][O:17][CH2:16][CH2:15]2)[C:5]2[S:10][C:9]([CH2:11][NH:12][CH3:13])=[CH:8][C:6]=2[N:7]=1. (5) Given the reactants C([NH:4][C:5]([CH2:16][C:17]1[CH:22]=[CH:21][C:20]([C:23](=[O:25])[CH3:24])=[C:19]([N+:26]([O-:28])=[O:27])[CH:18]=1)(C(OCC)=O)[C:6]([O:8]CC)=[O:7])(=O)C, predict the reaction product. The product is: [C:23]([C:20]1[CH:21]=[CH:22][C:17]([CH2:16][CH:5]([NH2:4])[C:6]([OH:8])=[O:7])=[CH:18][C:19]=1[N+:26]([O-:28])=[O:27])(=[O:25])[CH3:24].